From a dataset of Catalyst prediction with 721,799 reactions and 888 catalyst types from USPTO. Predict which catalyst facilitates the given reaction. (1) Reactant: [F:1][C:2]1[CH:34]=[C:33]([N+:35]([O-])=O)[CH:32]=[CH:31][C:3]=1[O:4][C:5]1[CH:10]=[CH:9][N:8]=[C:7]2[CH:11]=[C:12]([C:14]3[N:15]([CH3:30])[C:16]([C:19]([NH:21][CH2:22][CH2:23][N:24]4[CH2:29][CH2:28][O:27][CH2:26][CH2:25]4)=[O:20])=[CH:17][N:18]=3)[S:13][C:6]=12.[Cl-].[NH4+]. Product: [NH2:35][C:33]1[CH:32]=[CH:31][C:3]([O:4][C:5]2[CH:10]=[CH:9][N:8]=[C:7]3[CH:11]=[C:12]([C:14]4[N:15]([CH3:30])[C:16]([C:19]([NH:21][CH2:22][CH2:23][N:24]5[CH2:29][CH2:28][O:27][CH2:26][CH2:25]5)=[O:20])=[CH:17][N:18]=4)[S:13][C:6]=23)=[C:2]([F:1])[CH:34]=1. The catalyst class is: 314. (2) Reactant: [I:1][C:2]1[C:3]([O:20][CH3:21])=[CH:4][C:5]([CH:17]([CH3:19])[CH3:18])=[C:6]([CH:16]=1)[O:7][C:8]1[C:9]([NH2:15])=[N:10][C:11]([NH2:14])=[N:12][CH:13]=1.[ClH:22]. Product: [ClH:22].[I:1][C:2]1[C:3]([O:20][CH3:21])=[CH:4][C:5]([CH:17]([CH3:19])[CH3:18])=[C:6]([CH:16]=1)[O:7][C:8]1[C:9]([NH2:15])=[N:10][C:11]([NH2:14])=[N:12][CH:13]=1. The catalyst class is: 32. (3) Reactant: Cl.[CH3:2][O:3][C:4](=[O:17])[C@@H:5]([CH2:7][C:8]1[CH:13]=[CH:12][C:11]([CH3:14])=[C:10]([O:15][CH3:16])[CH:9]=1)[NH2:6].ClCCl.C(=O)([O-])[O-].[K+].[K+].[Cl:27][CH2:28][C:29](Cl)=[O:30]. Product: [CH3:2][O:3][C:4](=[O:17])[C@H:5]([NH:6][C:29](=[O:30])[CH2:28][Cl:27])[CH2:7][C:8]1[CH:13]=[CH:12][C:11]([CH3:14])=[C:10]([O:15][CH3:16])[CH:9]=1. The catalyst class is: 6. (4) Reactant: [CH3:1][O:2][C:3]1[CH:8]=[CH:7][C:6]([C:9]2[CH:14]=[CH:13][N:12]=[C:11]([CH3:15])[CH:10]=2)=[CH:5][CH:4]=1.ClC1C=CC=C(C(OO)=[O:24])C=1. Product: [CH3:1][O:2][C:3]1[CH:4]=[CH:5][C:6]([C:9]2[CH:14]=[CH:13][N+:12]([O-:24])=[C:11]([CH3:15])[CH:10]=2)=[CH:7][CH:8]=1. The catalyst class is: 22. (5) Reactant: [Br:1]Br.[C:3]([C:6]1[S:7][CH:8]=[C:9]([C:20]([O:22][CH3:23])=[O:21])[C:10]=1[O:11][C:12](=[O:19])[C:13]1[CH:18]=[CH:17][CH:16]=[CH:15][CH:14]=1)(=[O:5])[CH3:4]. Product: [Br:1][CH2:4][C:3]([C:6]1[S:7][CH:8]=[C:9]([C:20]([O:22][CH3:23])=[O:21])[C:10]=1[O:11][C:12](=[O:19])[C:13]1[CH:18]=[CH:17][CH:16]=[CH:15][CH:14]=1)=[O:5]. The catalyst class is: 717. (6) Reactant: C[O:2][C:3](=[O:37])[C:4]1[CH:9]=[CH:8][CH:7]=[CH:6][C:5]=1[O:10][CH2:11][CH2:12][N:13]1[CH2:18][CH2:17][CH:16]([C:19]2[C:27]3[C:22](=[CH:23][CH:24]=[CH:25][CH:26]=3)[N:21]([CH2:28][CH2:29][O:30]C3CCCCO3)[CH:20]=2)[CH2:15][CH2:14]1.Cl. Product: [OH:30][CH2:29][CH2:28][N:21]1[C:22]2[C:27](=[CH:26][CH:25]=[CH:24][CH:23]=2)[C:19]([CH:16]2[CH2:15][CH2:14][N:13]([CH2:12][CH2:11][O:10][C:5]3[CH:6]=[CH:7][CH:8]=[CH:9][C:4]=3[C:3]([OH:37])=[O:2])[CH2:18][CH2:17]2)=[CH:20]1. The catalyst class is: 5.